From a dataset of Peptide-MHC class II binding affinity with 134,281 pairs from IEDB. Regression. Given a peptide amino acid sequence and an MHC pseudo amino acid sequence, predict their binding affinity value. This is MHC class II binding data. (1) The peptide sequence is MRSMPFLRKTRWTFL. The MHC is HLA-DQA10501-DQB10302 with pseudo-sequence HLA-DQA10501-DQB10302. The binding affinity (normalized) is 0. (2) The peptide sequence is AFFLDGDNLFPKV. The MHC is DRB3_0101 with pseudo-sequence DRB3_0101. The binding affinity (normalized) is 0.874. (3) The peptide sequence is QVPLVQQQQYLGQQQP. The MHC is DRB1_0101 with pseudo-sequence DRB1_0101. The binding affinity (normalized) is 0.175. (4) The peptide sequence is YLAILVKYVDGDGDV. The MHC is HLA-DQA10102-DQB10602 with pseudo-sequence HLA-DQA10102-DQB10602. The binding affinity (normalized) is 0.325. (5) The peptide sequence is DDGRNIAWDNDKLES. The MHC is HLA-DQA10301-DQB10302 with pseudo-sequence HLA-DQA10301-DQB10302. The binding affinity (normalized) is 0.308.